Task: Regression. Given a peptide amino acid sequence and an MHC pseudo amino acid sequence, predict their binding affinity value. This is MHC class I binding data.. Dataset: Peptide-MHC class I binding affinity with 185,985 pairs from IEDB/IMGT (1) The peptide sequence is ISDNKKEYK. The MHC is HLA-A68:01 with pseudo-sequence HLA-A68:01. The binding affinity (normalized) is 0.248. (2) The MHC is HLA-B15:09 with pseudo-sequence HLA-B15:09. The binding affinity (normalized) is 0.0847. The peptide sequence is AVYKTYGQY. (3) The peptide sequence is WFVGLSPTV. The MHC is Patr-A0401 with pseudo-sequence Patr-A0401. The binding affinity (normalized) is 0. (4) The peptide sequence is MKTFLILAL. The MHC is HLA-A01:01 with pseudo-sequence HLA-A01:01. The binding affinity (normalized) is 0. (5) The peptide sequence is TELRYSWKTW. The MHC is HLA-A32:01 with pseudo-sequence HLA-A32:01. The binding affinity (normalized) is 0.280. (6) The peptide sequence is RDYVDRFYKTL. The MHC is HLA-A24:02 with pseudo-sequence HLA-A24:02. The binding affinity (normalized) is 0. (7) The peptide sequence is GYVLGIFLR. The MHC is HLA-A31:01 with pseudo-sequence HLA-A31:01. The binding affinity (normalized) is 0.745. (8) The peptide sequence is AEAIFKLTYQ. The MHC is HLA-B40:01 with pseudo-sequence HLA-B40:01. The binding affinity (normalized) is 0.328. (9) The peptide sequence is DTAQIIKL. The MHC is Mamu-A01 with pseudo-sequence Mamu-A01. The binding affinity (normalized) is 0.122. (10) The peptide sequence is SFGGFTFK. The MHC is HLA-A11:01 with pseudo-sequence HLA-A11:01. The binding affinity (normalized) is 0.648.